From a dataset of NCI-60 drug combinations with 297,098 pairs across 59 cell lines. Regression. Given two drug SMILES strings and cell line genomic features, predict the synergy score measuring deviation from expected non-interaction effect. (1) Drug 1: CC(C1=C(C=CC(=C1Cl)F)Cl)OC2=C(N=CC(=C2)C3=CN(N=C3)C4CCNCC4)N. Drug 2: C1CC(=O)NC(=O)C1N2CC3=C(C2=O)C=CC=C3N. Cell line: SK-MEL-28. Synergy scores: CSS=-0.768, Synergy_ZIP=1.50, Synergy_Bliss=0.469, Synergy_Loewe=-3.08, Synergy_HSA=-3.21. (2) Drug 1: C1=CC(=CC=C1CC(C(=O)O)N)N(CCCl)CCCl.Cl. Drug 2: CC1=C(N=C(N=C1N)C(CC(=O)N)NCC(C(=O)N)N)C(=O)NC(C(C2=CN=CN2)OC3C(C(C(C(O3)CO)O)O)OC4C(C(C(C(O4)CO)O)OC(=O)N)O)C(=O)NC(C)C(C(C)C(=O)NC(C(C)O)C(=O)NCCC5=NC(=CS5)C6=NC(=CS6)C(=O)NCCC[S+](C)C)O. Cell line: SR. Synergy scores: CSS=84.8, Synergy_ZIP=1.26, Synergy_Bliss=1.21, Synergy_Loewe=0.447, Synergy_HSA=3.00. (3) Drug 1: C1=CN(C=N1)CC(O)(P(=O)(O)O)P(=O)(O)O. Drug 2: B(C(CC(C)C)NC(=O)C(CC1=CC=CC=C1)NC(=O)C2=NC=CN=C2)(O)O. Cell line: NCI-H322M. Synergy scores: CSS=9.83, Synergy_ZIP=-6.92, Synergy_Bliss=-2.52, Synergy_Loewe=-29.6, Synergy_HSA=-1.74. (4) Drug 1: C1=C(C(=O)NC(=O)N1)N(CCCl)CCCl. Synergy scores: CSS=57.9, Synergy_ZIP=0.776, Synergy_Bliss=4.72, Synergy_Loewe=8.16, Synergy_HSA=8.29. Drug 2: B(C(CC(C)C)NC(=O)C(CC1=CC=CC=C1)NC(=O)C2=NC=CN=C2)(O)O. Cell line: HL-60(TB). (5) Drug 1: C1CC(C1)(C(=O)O)C(=O)O.[NH2-].[NH2-].[Pt+2]. Drug 2: CC1CCC2CC(C(=CC=CC=CC(CC(C(=O)C(C(C(=CC(C(=O)CC(OC(=O)C3CCCCN3C(=O)C(=O)C1(O2)O)C(C)CC4CCC(C(C4)OC)O)C)C)O)OC)C)C)C)OC. Cell line: SK-MEL-28. Synergy scores: CSS=16.5, Synergy_ZIP=-2.45, Synergy_Bliss=3.09, Synergy_Loewe=-4.12, Synergy_HSA=2.55. (6) Drug 1: CC12CCC(CC1=CCC3C2CCC4(C3CC=C4C5=CN=CC=C5)C)O. Drug 2: C1CN(P(=O)(OC1)NCCCl)CCCl. Cell line: SK-MEL-28. Synergy scores: CSS=1.53, Synergy_ZIP=1.03, Synergy_Bliss=-0.227, Synergy_Loewe=-3.31, Synergy_HSA=-3.03. (7) Drug 1: CCCS(=O)(=O)NC1=C(C(=C(C=C1)F)C(=O)C2=CNC3=C2C=C(C=N3)C4=CC=C(C=C4)Cl)F. Drug 2: C1=NNC2=C1C(=O)NC=N2. Cell line: COLO 205. Synergy scores: CSS=36.7, Synergy_ZIP=0.0135, Synergy_Bliss=2.00, Synergy_Loewe=-29.8, Synergy_HSA=-1.82. (8) Drug 1: CC1C(C(=O)NC(C(=O)N2CCCC2C(=O)N(CC(=O)N(C(C(=O)O1)C(C)C)C)C)C(C)C)NC(=O)C3=C4C(=C(C=C3)C)OC5=C(C(=O)C(=C(C5=N4)C(=O)NC6C(OC(=O)C(N(C(=O)CN(C(=O)C7CCCN7C(=O)C(NC6=O)C(C)C)C)C)C(C)C)C)N)C. Drug 2: CCC1=C2CN3C(=CC4=C(C3=O)COC(=O)C4(CC)O)C2=NC5=C1C=C(C=C5)O. Cell line: COLO 205. Synergy scores: CSS=47.7, Synergy_ZIP=1.48, Synergy_Bliss=4.06, Synergy_Loewe=-22.9, Synergy_HSA=2.59. (9) Drug 1: CN(C)C1=NC(=NC(=N1)N(C)C)N(C)C. Drug 2: CC1C(C(=O)NC(C(=O)N2CCCC2C(=O)N(CC(=O)N(C(C(=O)O1)C(C)C)C)C)C(C)C)NC(=O)C3=C4C(=C(C=C3)C)OC5=C(C(=O)C(=C(C5=N4)C(=O)NC6C(OC(=O)C(N(C(=O)CN(C(=O)C7CCCN7C(=O)C(NC6=O)C(C)C)C)C)C(C)C)C)N)C. Cell line: A549. Synergy scores: CSS=-4.68, Synergy_ZIP=2.15, Synergy_Bliss=2.34, Synergy_Loewe=-1.99, Synergy_HSA=-1.76.